Dataset: Full USPTO retrosynthesis dataset with 1.9M reactions from patents (1976-2016). Task: Predict the reactants needed to synthesize the given product. (1) Given the product [ClH:18].[CH:1]([N:4]1[CH2:9][CH2:8][N:7]([C:10]([CH:12]2[CH2:13][CH2:14][N:15]([C:19]3[CH:24]=[CH:23][C:22]([C:25]#[N:26])=[CH:21][N:20]=3)[CH2:16][CH2:17]2)=[O:11])[CH2:6][CH2:5]1)([CH3:3])[CH3:2], predict the reactants needed to synthesize it. The reactants are: [CH:1]([N:4]1[CH2:9][CH2:8][N:7]([C:10]([CH:12]2[CH2:17][CH2:16][NH:15][CH2:14][CH2:13]2)=[O:11])[CH2:6][CH2:5]1)([CH3:3])[CH3:2].[Cl:18][C:19]1[CH:24]=[CH:23][C:22]([C:25]#[N:26])=[CH:21][N:20]=1.C(=O)([O-])[O-].[K+].[K+].C(=O)([O-])O.[Na+]. (2) Given the product [Cl:1][C:2]1[CH:3]=[CH:4][C:5]([O:15][CH2:16][C:17]2[C:22]([F:23])=[CH:21][CH:20]=[CH:19][C:18]=2[F:24])=[C:6]([C:8]2[N:25]([C:26]3[CH:27]=[C:28]([CH:32]=[C:33]([NH:35][C:36](=[O:38])[CH3:37])[CH:34]=3)[C:29]([OH:31])=[O:30])[C:11]([CH3:12])=[CH:10][CH:9]=2)[CH:7]=1, predict the reactants needed to synthesize it. The reactants are: [Cl:1][C:2]1[CH:3]=[CH:4][C:5]([O:15][CH2:16][C:17]2[C:22]([F:23])=[CH:21][CH:20]=[CH:19][C:18]=2[F:24])=[C:6]([C:8](=O)[CH2:9][CH2:10][C:11](=O)[CH3:12])[CH:7]=1.[NH2:25][C:26]1[CH:27]=[C:28]([CH:32]=[C:33]([NH:35][C:36](=[O:38])[CH3:37])[CH:34]=1)[C:29]([OH:31])=[O:30].CC1C=CC(S(O)(=O)=O)=CC=1. (3) Given the product [O:35]=[S:29]1(=[O:36])[CH2:34][CH2:33][CH2:32][CH2:31][N:30]1[C:2]1[CH:7]=[CH:6][C:5]([C:8]([N:10]2[CH2:15][CH2:14][N:13]([C:16]3[C:21]([CH3:22])=[CH:20][C:19]([CH2:23][CH3:24])=[CH:18][N:17]=3)[CH2:12][CH2:11]2)=[O:9])=[C:4]([S:25]([CH3:28])(=[O:27])=[O:26])[CH:3]=1, predict the reactants needed to synthesize it. The reactants are: Br[C:2]1[CH:7]=[CH:6][C:5]([C:8]([N:10]2[CH2:15][CH2:14][N:13]([C:16]3[C:21]([CH3:22])=[CH:20][C:19]([CH2:23][CH3:24])=[CH:18][N:17]=3)[CH2:12][CH2:11]2)=[O:9])=[C:4]([S:25]([CH3:28])(=[O:27])=[O:26])[CH:3]=1.[S:29]1(=[O:36])(=[O:35])[CH2:34][CH2:33][CH2:32][CH2:31][NH:30]1.